This data is from Reaction yield outcomes from USPTO patents with 853,638 reactions. The task is: Predict the reaction yield, written as a fraction of the theoretical maximum amount of product (1.0 means a 100% yield; for example, 0.34 means a 34% yield). The reactants are [NH2:1][C:2]1[C:7]([F:8])=[C:6]([C:9]2[CH:14]=[CH:13][C:12]([Cl:15])=[C:11]([O:16][CH3:17])[C:10]=2[F:18])[N:5]=[C:4]([C:19]([O:21][CH:22]([CH3:24])[CH3:23])=[O:20])[CH:3]=1.[Br:25]N1C(=O)CCC1=O. The catalyst is ClCCl. The product is [NH2:1][C:2]1[C:7]([F:8])=[C:6]([C:9]2[CH:14]=[CH:13][C:12]([Cl:15])=[C:11]([O:16][CH3:17])[C:10]=2[F:18])[N:5]=[C:4]([C:19]([O:21][CH:22]([CH3:24])[CH3:23])=[O:20])[C:3]=1[Br:25]. The yield is 0.830.